Dataset: Reaction yield outcomes from USPTO patents with 853,638 reactions. Task: Predict the reaction yield, written as a fraction of the theoretical maximum amount of product (1.0 means a 100% yield; for example, 0.34 means a 34% yield). (1) The reactants are Cl[CH2:2][C:3]([NH:5][CH2:6][CH3:7])=[O:4].[NH2:8][C:9]1[CH:14]=[CH:13][CH:12]=[CH:11][CH:10]=1. The catalyst is CCO. The product is [CH2:6]([NH:5][C:3](=[O:4])[CH2:2][NH:8][C:9]1[CH:14]=[CH:13][CH:12]=[CH:11][CH:10]=1)[CH3:7]. The yield is 0.920. (2) The reactants are C(O)(C(F)(F)F)=O.[CH2:8]([O:15][NH:16][C@H:17]1[CH2:22][N:21](C(OC(C)(C)C)=O)[C@H:20]([C:30]([O:32][CH2:33][CH3:34])=[O:31])[CH2:19][CH2:18]1)[C:9]1[CH:14]=[CH:13][CH:12]=[CH:11][CH:10]=1. The catalyst is C(Cl)Cl. The product is [CH2:8]([O:15][NH:16][C@H:17]1[CH2:22][NH:21][C@H:20]([C:30]([O:32][CH2:33][CH3:34])=[O:31])[CH2:19][CH2:18]1)[C:9]1[CH:10]=[CH:11][CH:12]=[CH:13][CH:14]=1. The yield is 0.950. (3) The reactants are [Cl:1][C:2]1[CH:7]=[CH:6][C:5]([CH2:8][CH:9]([O:12][CH:13]([CH3:15])[CH3:14])[CH2:10][OH:11])=[CH:4][CH:3]=1.C(N(CC)CC)C.C(Cl)Cl.[CH3:26][S:27](Cl)(=[O:29])=[O:28]. No catalyst specified. The product is [CH3:26][S:27]([O:11][CH2:10][CH:9]([O:12][CH:13]([CH3:15])[CH3:14])[CH2:8][C:5]1[CH:4]=[CH:3][C:2]([Cl:1])=[CH:7][CH:6]=1)(=[O:29])=[O:28]. The yield is 0.960. (4) The reactants are [OH:1][CH2:2][C:3]1[CH:4]=[CH:5][C:6]([C:9]([N:11]2[CH2:16][CH2:15][N:14]([CH:17]([CH3:19])[CH3:18])[CH2:13][CH2:12]2)=[O:10])=[N:7][CH:8]=1. The catalyst is C(Cl)Cl.O=[Mn]=O. The product is [CH:17]([N:14]1[CH2:13][CH2:12][N:11]([C:9]([C:6]2[N:7]=[CH:8][C:3]([CH:2]=[O:1])=[CH:4][CH:5]=2)=[O:10])[CH2:16][CH2:15]1)([CH3:19])[CH3:18]. The yield is 0.950. (5) The reactants are [SH:1][CH2:2][CH2:3][C:4]([OH:6])=[O:5].[F:7][C:8]([F:12])([F:11])[CH:9]=[CH2:10]. The catalyst is N(C(C)(C)C#N)=NC(C)(C)C#N.C(C1C=CC=CC=1)(=O)CCCCCCC.C1(C)C=CC=CC=1. The product is [F:7][C:8]([F:12])([F:11])[CH2:9][CH2:10][S:1][CH2:2][CH2:3][C:4]([OH:6])=[O:5]. The yield is 0.830. (6) The reactants are [CH2:1]([O:8][C:9]([N:11]([CH2:13][C:14]1[CH:19]=[CH:18][C:17]([CH:20]2[C:29](=O)[C:28]3[C:27]([C:31](OC)=[O:32])=[CH:26][CH:25]=[CH:24][C:23]=3[NH:22][CH:21]2[C:35]2[CH:40]=[CH:39][CH:38]=[CH:37][CH:36]=2)=[CH:16][CH:15]=1)[CH3:12])=[O:10])[C:2]1[CH:7]=[CH:6][CH:5]=[CH:4][CH:3]=1.O.[NH2:42][NH2:43]. The catalyst is CO. The product is [CH3:12][N:11]([CH2:13][C:14]1[CH:15]=[CH:16][C:17]([CH:20]2[C:29]3=[N:42][NH:43][C:31](=[O:32])[C:27]4[CH:26]=[CH:25][CH:24]=[C:23]([C:28]=43)[NH:22][CH:21]2[C:35]2[CH:40]=[CH:39][CH:38]=[CH:37][CH:36]=2)=[CH:18][CH:19]=1)[C:9](=[O:10])[O:8][CH2:1][C:2]1[CH:7]=[CH:6][CH:5]=[CH:4][CH:3]=1. The yield is 0.160. (7) The reactants are [NH2:1][C:2]1[C:7]([F:8])=[C:6](F)[N:5]=[C:4]([C:10]([O:12][CH:13]([CH3:15])[CH3:14])=[O:11])[CH:3]=1.C([O-])(O)=O.[Na+].[ClH:21]. The catalyst is CCOC(C)=O. The product is [NH2:1][C:2]1[C:7]([F:8])=[C:6]([Cl:21])[N:5]=[C:4]([C:10]([O:12][CH:13]([CH3:15])[CH3:14])=[O:11])[CH:3]=1. The yield is 0.460.